This data is from Catalyst prediction with 721,799 reactions and 888 catalyst types from USPTO. The task is: Predict which catalyst facilitates the given reaction. (1) Reactant: [C:1]1([C:7]2([OH:15])[CH2:14][CH:10]3[CH2:11][NH:12][CH2:13][CH:9]3[CH2:8]2)[CH:6]=[CH:5][CH:4]=[CH:3][CH:2]=1.[N:16]([C:19]1[CH:28]=[CH:27][C:22]([C:23]([O:25][CH3:26])=[O:24])=[CH:21][CH:20]=1)=[C:17]=[O:18].[CH2:29](N(CC)CC)C. Product: [OH:15][C:7]1([C:1]2[CH:2]=[CH:3][CH:4]=[CH:5][C:6]=2[CH3:29])[CH2:14][CH:10]2[CH2:11][N:12]([C:17]([NH:16][C:19]3[CH:28]=[CH:27][C:22]([C:23]([O:25][CH3:26])=[O:24])=[CH:21][CH:20]=3)=[O:18])[CH2:13][CH:9]2[CH2:8]1. The catalyst class is: 46. (2) Reactant: [C:1](OCC)(OCC)(OCC)[CH3:2].Cl.[NH2:13][C:14]1[CH:15]=[C:16]([CH:21]=[C:22]([OH:25])[C:23]=1[OH:24])[C:17]([O:19][CH3:20])=[O:18]. Product: [OH:25][C:22]1[C:23]2[O:24][C:1]([CH3:2])=[N:13][C:14]=2[CH:15]=[C:16]([C:17]([O:19][CH3:20])=[O:18])[CH:21]=1. The catalyst class is: 81. (3) Reactant: [Cl:1][C:2]1[CH:7]=[C:6]([O:8][CH3:9])[CH:5]=[CH:4][C:3]=1[OH:10].C(=O)([O-])[O-].[K+].[K+].Cl[C:18]1[N:27]=[C:26]([C:28]2[CH:33]=[CH:32][C:31]([CH3:34])=[C:30]([F:35])[CH:29]=2)[CH:25]=[CH:24][C:19]=1[C:20]([O:22][CH3:23])=[O:21]. Product: [Cl:1][C:2]1[CH:7]=[C:6]([O:8][CH3:9])[CH:5]=[CH:4][C:3]=1[O:10][C:18]1[N:27]=[C:26]([C:28]2[CH:33]=[CH:32][C:31]([CH3:34])=[C:30]([F:35])[CH:29]=2)[CH:25]=[CH:24][C:19]=1[C:20]([O:22][CH3:23])=[O:21]. The catalyst class is: 3. (4) Reactant: [CH2:1]([C:3]1([C:11]2[CH:16]=[CH:15][CH:14]=[C:13]([OH:17])[CH:12]=2)[CH2:9][CH2:8][CH2:7][CH2:6][NH:5][C:4]1=[O:10])[CH3:2].C([O-])([O-])=O.[Cs+].[Cs+].[CH2:24](Br)[C:25]1[CH:30]=[CH:29][CH:28]=[CH:27][CH:26]=1. Product: [CH2:1]([C:3]1([C:11]2[CH:16]=[CH:15][CH:14]=[C:13]([O:17][CH2:24][C:25]3[CH:30]=[CH:29][CH:28]=[CH:27][CH:26]=3)[CH:12]=2)[CH2:9][CH2:8][CH2:7][CH2:6][NH:5][C:4]1=[O:10])[CH3:2]. The catalyst class is: 3.